Task: Predict which catalyst facilitates the given reaction.. Dataset: Catalyst prediction with 721,799 reactions and 888 catalyst types from USPTO (1) Reactant: [CH3:1][O:2][C:3]1[CH:4]=[C:5]([CH:12](O)[CH2:13][C:14]([O:16][CH2:17][CH3:18])=[O:15])[CH:6]=[CH:7][C:8]=1[N+:9]([O-:11])=[O:10].C(N(CC)CC)C.CS(Cl)(=O)=O.C1CCN2C(=NCCC2)CC1. Product: [CH3:1][O:2][C:3]1[CH:4]=[C:5]([CH:12]=[CH:13][C:14]([O:16][CH2:17][CH3:18])=[O:15])[CH:6]=[CH:7][C:8]=1[N+:9]([O-:11])=[O:10]. The catalyst class is: 13. (2) Product: [F:1][C:2]([F:21])([F:20])[C:3]1[CH:8]=[CH:7][C:6]([C:9]2[CH:10]=[C:11]3[C:16](=[CH:17][CH:18]=2)[CH2:15][C:14](=[N:23][OH:24])[CH2:13][CH2:12]3)=[CH:5][CH:4]=1. Reactant: [F:1][C:2]([F:21])([F:20])[C:3]1[CH:8]=[CH:7][C:6]([C:9]2[CH:10]=[C:11]3[C:16](=[CH:17][CH:18]=2)[CH2:15][C:14](=O)[CH2:13][CH2:12]3)=[CH:5][CH:4]=1.Cl.[NH2:23][OH:24]. The catalyst class is: 17. (3) Reactant: [NH2:1][C:2]1[CH:10]=[CH:9][C:5]([C:6]([OH:8])=[O:7])=[CH:4][N:3]=1.[Br:11][CH2:12][C:13](=O)[C:14]([C:16]1[CH:21]=[CH:20][CH:19]=[CH:18][CH:17]=1)=[O:15]. Product: [BrH:11].[C:14]([C:13]1[N:1]=[C:2]2[CH:10]=[CH:9][C:5]([C:6]([OH:8])=[O:7])=[CH:4][N:3]2[CH:12]=1)(=[O:15])[C:16]1[CH:21]=[CH:20][CH:19]=[CH:18][CH:17]=1. The catalyst class is: 219. (4) Reactant: [O:1]=[C:2]1[C:10](=[O:11])[C:9]2[C:4](=[CH:5][CH:6]=[C:7]([S:12](Cl)(=[O:14])=[O:13])[CH:8]=2)[NH:3]1.C1COCC1.[CH2:21](CN)[C:22]1[CH:27]=[CH:26][CH:25]=[CH:24][CH:23]=1.[CH:30]([N:33](CC)C(C)C)(C)C. Product: [CH2:21]([N:33]([CH3:30])[S:12]([C:7]1[CH:8]=[C:9]2[C:4](=[CH:5][CH:6]=1)[NH:3][C:2](=[O:1])[C:10]2=[O:11])(=[O:14])=[O:13])[C:22]1[CH:23]=[CH:24][CH:25]=[CH:26][CH:27]=1. The catalyst class is: 22. (5) Reactant: O[CH:2]([C:14]1[N:15]([CH2:19][O:20][CH2:21][CH2:22][Si:23]([CH3:26])([CH3:25])[CH3:24])[CH:16]=[CH:17][N:18]=1)[CH2:3][C:4]([C:6]1[CH:11]=[CH:10][C:9]([C:12]#[N:13])=[CH:8][CH:7]=1)=[O:5].C1(C)C=CC(S([O-])(=O)=O)=CC=1.[NH+]1C=CC=CC=1.C([O-])(O)=O.[Na+]. Product: [C:12]([C:9]1[CH:10]=[CH:11][C:6]([C:4](=[O:5])[CH:3]=[CH:2][C:14]2[N:15]([CH2:19][O:20][CH2:21][CH2:22][Si:23]([CH3:24])([CH3:26])[CH3:25])[CH:16]=[CH:17][N:18]=2)=[CH:7][CH:8]=1)#[N:13]. The catalyst class is: 48.